From a dataset of Forward reaction prediction with 1.9M reactions from USPTO patents (1976-2016). Predict the product of the given reaction. Given the reactants Br[C:2]1[CH:35]=[CH:34][C:5]([CH2:6][C:7]2[N:8]([C:20]3[CH:25]=[CH:24][C:23]([N:26]4[S:30](=[O:32])(=[O:31])[NH:29][C:28](=[O:33])[CH2:27]4)=[CH:22][CH:21]=3)[CH:9]=[C:10]([C:12]3[CH:17]=[CH:16][C:15]([F:18])=[CH:14][C:13]=3[F:19])[N:11]=2)=[CH:4][CH:3]=1.[C:36]([C:40]1[CH:45]=[CH:44][C:43](B(O)O)=[CH:42][CH:41]=1)([CH3:39])([CH3:38])[CH3:37], predict the reaction product. The product is: [C:36]([C:40]1[CH:45]=[CH:44][C:43]([C:2]2[CH:35]=[CH:34][C:5]([CH2:6][C:7]3[N:8]([C:20]4[CH:25]=[CH:24][C:23]([N:26]5[S:30](=[O:31])(=[O:32])[NH:29][C:28](=[O:33])[CH2:27]5)=[CH:22][CH:21]=4)[CH:9]=[C:10]([C:12]4[CH:17]=[CH:16][C:15]([F:18])=[CH:14][C:13]=4[F:19])[N:11]=3)=[CH:4][CH:3]=2)=[CH:42][CH:41]=1)([CH3:39])([CH3:38])[CH3:37].